Dataset: CYP1A2 inhibition data for predicting drug metabolism from PubChem BioAssay. Task: Regression/Classification. Given a drug SMILES string, predict its absorption, distribution, metabolism, or excretion properties. Task type varies by dataset: regression for continuous measurements (e.g., permeability, clearance, half-life) or binary classification for categorical outcomes (e.g., BBB penetration, CYP inhibition). Dataset: cyp1a2_veith. (1) The result is 1 (inhibitor). The drug is O=C(O)CCCc1ccc2ccc3ccccc3c2c1. (2) The compound is CCCN1CC=C2C(C#N)=C(N)C(C#N)(C#N)C(c3cc(OC)ccc3OC)C2C1. The result is 1 (inhibitor).